This data is from Forward reaction prediction with 1.9M reactions from USPTO patents (1976-2016). The task is: Predict the product of the given reaction. (1) Given the reactants [NH2:1][C:2]1[C:11]2[C:6](=[C:7](Br)[CH:8]=[CH:9][CH:10]=2)[N:5]=[N:4][C:3]=1[C:13]([NH2:15])=[O:14].[C:16]1([C:22]2[NH:26][C:25]3[CH:27]=[C:28](B4OC(C)(C)C(C)(C)O4)[CH:29]=[CH:30][C:24]=3[N:23]=2)[CH:21]=[CH:20][CH:19]=[CH:18][CH:17]=1.C([O-])(O)=O.[Na+], predict the reaction product. The product is: [NH2:1][C:2]1[C:11]2[C:6](=[C:7]([C:29]3[CH:28]=[CH:27][C:25]4[N:26]=[C:22]([C:16]5[CH:17]=[CH:18][CH:19]=[CH:20][CH:21]=5)[NH:23][C:24]=4[CH:30]=3)[CH:8]=[CH:9][CH:10]=2)[N:5]=[N:4][C:3]=1[C:13]([NH2:15])=[O:14]. (2) The product is: [N+:20]([C:23]1[CH:24]=[CH:25][C:26]([CH2:29][CH2:30][NH:31][C:17]([C:15]2[CH:16]=[C:11]([C:5]3[CH:4]=[C:3]([CH2:1][CH3:2])[C:8](=[O:9])[NH:7][C:6]=3[CH3:10])[CH:12]=[N:13][CH:14]=2)=[O:19])=[CH:27][CH:28]=1)([O-:22])=[O:21]. Given the reactants [CH2:1]([C:3]1[C:8](=[O:9])[NH:7][C:6]([CH3:10])=[C:5]([C:11]2[CH:12]=[N:13][CH:14]=[C:15]([C:17]([OH:19])=O)[CH:16]=2)[CH:4]=1)[CH3:2].[N+:20]([C:23]1[CH:28]=[CH:27][C:26]([CH2:29][CH2:30][NH2:31])=[CH:25][CH:24]=1)([O-:22])=[O:21], predict the reaction product. (3) Given the reactants Br[C:2]1[CH:7]=[CH:6][N:5]2[N:8]=[CH:9][C:10]([C:11]([N:13]([CH2:23][C:24]3[CH:29]=[CH:28][C:27]([O:30][CH3:31])=[CH:26][CH:25]=3)[CH2:14][C:15]3[CH:20]=[CH:19][C:18]([O:21][CH3:22])=[CH:17][CH:16]=3)=[O:12])=[C:4]2[CH:3]=1.CC(OC1C=CC=C(OC(C)C)C=1C1C(P(C2CCCCC2)C2CCCCC2)=CC=CC=1)C.C(=O)([O-])[O-].[Cs+].[Cs+].[F:71][C:72]1[CH:73]=[C:74]([C@@H:78]2[NH:82][CH2:81][C@H:80]([OH:83])[CH2:79]2)[CH:75]=[CH:76][CH:77]=1, predict the reaction product. The product is: [F:71][C:72]1[CH:73]=[C:74]([C@H:78]2[CH2:79][C@@H:80]([OH:83])[CH2:81][N:82]2[C:2]2[CH:7]=[CH:6][N:5]3[N:8]=[CH:9][C:10]([C:11]([N:13]([CH2:23][C:24]4[CH:29]=[CH:28][C:27]([O:30][CH3:31])=[CH:26][CH:25]=4)[CH2:14][C:15]4[CH:20]=[CH:19][C:18]([O:21][CH3:22])=[CH:17][CH:16]=4)=[O:12])=[C:4]3[CH:3]=2)[CH:75]=[CH:76][CH:77]=1. (4) Given the reactants [N:1]([CH2:4][C:5]1[CH:13]=[CH:12][CH:11]=[CH:10][C:6]=1[C:7](Cl)=[O:8])=[N+:2]=[N-:3].[N+:14]([C:17]1[CH:22]=[CH:21][C:20]([OH:23])=[CH:19][CH:18]=1)([O-:16])=[O:15], predict the reaction product. The product is: [N:1]([CH2:4][C:5]1[CH:13]=[CH:12][CH:11]=[CH:10][C:6]=1[C:7]([O:23][C:20]1[CH:21]=[CH:22][C:17]([N+:14]([O-:16])=[O:15])=[CH:18][CH:19]=1)=[O:8])=[N+:2]=[N-:3].